Dataset: Reaction yield outcomes from USPTO patents with 853,638 reactions. Task: Predict the reaction yield, written as a fraction of the theoretical maximum amount of product (1.0 means a 100% yield; for example, 0.34 means a 34% yield). (1) The reactants are [Cl:1][C:2]1[CH:3]=[C:4]([CH:10]=[N:11][OH:12])[C:5](=[O:9])[N:6]([CH3:8])[N:7]=1.[CH2:13]=[CH:14][C:15]1[CH:20]=[CH:19][CH:18]=[CH:17][CH:16]=1.Cl[O-].[Na+]. The catalyst is C(Cl)Cl. The product is [Cl:1][C:2]1[CH:3]=[C:4]([C:10]2[CH2:13][CH:14]([C:15]3[CH:20]=[CH:19][CH:18]=[CH:17][CH:16]=3)[O:12][N:11]=2)[C:5](=[O:9])[N:6]([CH3:8])[N:7]=1. The yield is 0.540. (2) The reactants are [F:1][C:2]1[CH:7]=[CH:6][C:5]([F:8])=[CH:4][C:3]=1[C:9]1[S:13][C:12]([CH2:21][CH2:22][CH2:23][NH:24]C(=O)OC(C)(C)C)([C:14]2[CH:19]=[CH:18][CH:17]=[C:16]([OH:20])[CH:15]=2)[N:11]([C:32]2[S:33][C:34]([CH3:37])=[N:35][N:36]=2)[N:10]=1.Cl.CCOCC. The catalyst is CCOCC.C(Cl)Cl. The product is [NH2:24][CH2:23][CH2:22][CH2:21][C:12]1([C:14]2[CH:15]=[C:16]([OH:20])[CH:17]=[CH:18][CH:19]=2)[N:11]([C:32]2[S:33][C:34]([CH3:37])=[N:35][N:36]=2)[N:10]=[C:9]([C:3]2[CH:4]=[C:5]([F:8])[CH:6]=[CH:7][C:2]=2[F:1])[S:13]1. The yield is 0.740.